From a dataset of Full USPTO retrosynthesis dataset with 1.9M reactions from patents (1976-2016). Predict the reactants needed to synthesize the given product. Given the product [Cl:1][C:2]1[CH:3]=[C:4]2[C:8](=[CH:9][CH:10]=1)[C:7](=[O:11])[CH:6]([S:15]([CH3:20])(=[O:18])=[O:14])[CH2:5]2, predict the reactants needed to synthesize it. The reactants are: [Cl:1][C:2]1[CH:3]=[C:4]2[C:8](=[CH:9][CH:10]=1)[C:7](=[O:11])[CH:6](SC)[CH2:5]2.[OH:14][S:15]([O-:18])(=O)=O.[K+].[CH3:20]O.